Dataset: Forward reaction prediction with 1.9M reactions from USPTO patents (1976-2016). Task: Predict the product of the given reaction. (1) Given the reactants [C:1]([O:7][CH2:8][CH:9]([CH2:20]O)[CH2:10][CH2:11][C:12]1[CH:17]=[CH:16][C:15]([CH3:18])=[C:14]([CH3:19])[CH:13]=1)(=[O:6])[C:2]([CH3:5])([CH3:4])[CH3:3].C1(P(C2C=CC=CC=2)C2C=CC=CC=2)C=CC=CC=1.N(C(OCC)=O)=NC(OCC)=O.C1(P([N:67]=[N+:68]=[N-:69])(C2C=CC=CC=2)=O)C=CC=CC=1, predict the reaction product. The product is: [C:1]([O:7][CH2:8][CH:9]([CH2:20][N:67]=[N+:68]=[N-:69])[CH2:10][CH2:11][C:12]1[CH:17]=[CH:16][C:15]([CH3:18])=[C:14]([CH3:19])[CH:13]=1)(=[O:6])[C:2]([CH3:5])([CH3:4])[CH3:3]. (2) The product is: [Br:1][C:2]1[CH:7]=[CH:6][C:5]([CH2:8][CH2:9][OH:14])=[C:4]([CH3:10])[CH:3]=1. Given the reactants [Br:1][C:2]1[CH:7]=[CH:6][C:5]([CH:8]=[CH2:9])=[C:4]([CH3:10])[CH:3]=1.C1C[O:14]CC1.[OH-].[Na+].OO.Cl, predict the reaction product.